From a dataset of Peptide-MHC class I binding affinity with 185,985 pairs from IEDB/IMGT. Regression. Given a peptide amino acid sequence and an MHC pseudo amino acid sequence, predict their binding affinity value. This is MHC class I binding data. (1) The peptide sequence is TKITFALKK. The MHC is HLA-A11:01 with pseudo-sequence HLA-A11:01. The binding affinity (normalized) is 0.139. (2) The peptide sequence is KLTEEIIKL. The MHC is HLA-A02:19 with pseudo-sequence HLA-A02:19. The binding affinity (normalized) is 0.488. (3) The MHC is HLA-B15:09 with pseudo-sequence HLA-B15:09. The peptide sequence is IQYVIRAQL. The binding affinity (normalized) is 0.0847. (4) The binding affinity (normalized) is 0.0847. The MHC is HLA-A23:01 with pseudo-sequence HLA-A23:01. The peptide sequence is VVYMDMGVR. (5) The MHC is HLA-A29:02 with pseudo-sequence HLA-A29:02. The binding affinity (normalized) is 0.372. The peptide sequence is KFLDLCVLI. (6) The peptide sequence is RFRCVGPAP. The binding affinity (normalized) is 0.0847. The MHC is HLA-A01:01 with pseudo-sequence HLA-A01:01.